The task is: Predict the product of the given reaction.. This data is from Forward reaction prediction with 1.9M reactions from USPTO patents (1976-2016). (1) Given the reactants [CH2:1]([O:3][C:4](=[O:27])[CH2:5][O:6][C:7]1[CH:16]=[CH:15][C:14]2[C:9](=[CH:10][CH:11]=[C:12]([C:17]3[S:21][C:20]4[CH:22]=[CH:23][CH:24]=[CH:25][C:19]=4[CH:18]=3)[CH:13]=2)[C:8]=1[Br:26])[CH3:2].[C:28]1([CH2:34][C:35](Cl)=[O:36])[CH:33]=[CH:32][CH:31]=[CH:30][CH:29]=1.[Sn](Cl)(Cl)(Cl)Cl, predict the reaction product. The product is: [CH2:1]([O:3][C:4](=[O:27])[CH2:5][O:6][C:7]1[CH:16]=[CH:15][C:14]2[C:9](=[CH:10][CH:11]=[C:12]([C:17]3[S:21][C:20]4[CH:22]=[CH:23][CH:24]=[CH:25][C:19]=4[C:18]=3[C:35](=[O:36])[CH2:34][C:28]3[CH:33]=[CH:32][CH:31]=[CH:30][CH:29]=3)[CH:13]=2)[C:8]=1[Br:26])[CH3:2]. (2) Given the reactants C([Sn](CCCC)(CCCC)[C:6]1[CH:11]=[CH:10][C:9]2[C:12]3([CH2:27][O:28][C:8]=2[CH:7]=1)[CH2:17][CH2:16][N:15]([CH2:18][CH2:19][C:20]([O:22][C:23]([CH3:26])([CH3:25])[CH3:24])=[O:21])[CH2:14][CH2:13]3)CCC.[CH3:37][C:38]1[CH:46]=[CH:45][CH:44]=[CH:43][C:39]=1[C:40](Cl)=[O:41], predict the reaction product. The product is: [CH3:37][C:38]1[CH:46]=[CH:45][CH:44]=[CH:43][C:39]=1[C:40]([C:6]1[CH:11]=[CH:10][C:9]2[C:12]3([CH2:27][O:28][C:8]=2[CH:7]=1)[CH2:17][CH2:16][N:15]([CH2:18][CH2:19][C:20]([O:22][C:23]([CH3:26])([CH3:25])[CH3:24])=[O:21])[CH2:14][CH2:13]3)=[O:41]. (3) Given the reactants C[O:2][C:3]1[CH:4]=[C:5]([CH2:9][C:10]#[N:11])[CH:6]=[CH:7][CH:8]=1.B(Br)(Br)Br, predict the reaction product. The product is: [OH:2][C:3]1[CH:4]=[C:5]([CH2:9][C:10]#[N:11])[CH:6]=[CH:7][CH:8]=1. (4) The product is: [O:25]([C:22]1[C:9]([C:9]2[CH:10]=[C:11]3[CH:17]=[CH:16][NH:15][C:12]3=[N:13][CH:14]=2)=[CH:10][CH:11]=[CH:12][N:13]=1)[C:28]1[CH:29]=[CH:30][CH:31]=[CH:32][CH:33]=1. Given the reactants CC1(C)C(C)(C)OB([C:9]2[CH:10]=[C:11]3[CH:17]=[CH:16][NH:15][C:12]3=[N:13][CH:14]=2)O1.[I-].[Li+].[Cl-].[C:22]([O-:25])([O-])=O.[Na+].[Na+].[C:28]1(C)[CH:33]=[CH:32][CH:31]=[CH:30][CH:29]=1, predict the reaction product. (5) Given the reactants [NH2:1][C:2]1[N:3]=[C:4]([CH3:19])[C:5]2[CH:11]=[C:10](Br)[C:9](=[O:13])[N:8]([CH:14]3[CH2:18][CH2:17][CH2:16][CH2:15]3)[C:6]=2[N:7]=1.[OH:20][C:21]1[CH:22]=[C:23](B(O)O)[CH:24]=[CH:25][CH:26]=1.C(=O)([O-])[O-].[K+].[K+], predict the reaction product. The product is: [NH2:1][C:2]1[N:3]=[C:4]([CH3:19])[C:5]2[CH:11]=[C:10]([C:25]3[CH:24]=[CH:23][CH:22]=[C:21]([OH:20])[CH:26]=3)[C:9](=[O:13])[N:8]([CH:14]3[CH2:18][CH2:17][CH2:16][CH2:15]3)[C:6]=2[N:7]=1.